Dataset: Reaction yield outcomes from USPTO patents with 853,638 reactions. Task: Predict the reaction yield, written as a fraction of the theoretical maximum amount of product (1.0 means a 100% yield; for example, 0.34 means a 34% yield). (1) The reactants are Cl[C:2]1[C:7]([N+:8]([O-:10])=[O:9])=[CH:6][C:5]([C:11]([CH3:14])([CH3:13])[CH3:12])=[CH:4][N:3]=1.[CH3:15][O-:16].[Na+]. The catalyst is CO. The product is [CH3:15][O:16][C:2]1[C:7]([N+:8]([O-:10])=[O:9])=[CH:6][C:5]([C:11]([CH3:14])([CH3:13])[CH3:12])=[CH:4][N:3]=1. The yield is 0.410. (2) The reactants are [Cl:1][C:2]1[C:3]([C:8]2[CH:9]=[C:10]3[C:14](=[C:15]([O:17][CH2:18][CH2:19][C:20]4[CH:25]=[CH:24][CH:23]=[CH:22][N:21]=4)[CH:16]=2)[N:13](C(OC(C)(C)C)=O)[N:12]=[C:11]3[NH:33][C:34]2[CH:38]=[CH:37][N:36]([CH3:39])[N:35]=2)=[N:4][CH:5]=[CH:6][CH:7]=1.Cl.C(=O)([O-])O.[Na+]. The catalyst is C(O)C. The product is [Cl:1][C:2]1[C:3]([C:8]2[CH:9]=[C:10]3[C:14](=[C:15]([O:17][CH2:18][CH2:19][C:20]4[CH:25]=[CH:24][CH:23]=[CH:22][N:21]=4)[CH:16]=2)[NH:13][N:12]=[C:11]3[NH:33][C:34]2[CH:38]=[CH:37][N:36]([CH3:39])[N:35]=2)=[N:4][CH:5]=[CH:6][CH:7]=1. The yield is 0.550. (3) The reactants are [C:1]([C:5]1[CH:10]=[CH:9][CH:8]=[CH:7][C:6]=1[NH2:11])([CH3:4])([CH3:3])[CH3:2].[N+:12]([O-])([O-:14])=[O:13].[K+]. The catalyst is S(=O)(=O)(O)O. The product is [C:1]([C:5]1[CH:10]=[CH:9][C:8]([N+:12]([O-:14])=[O:13])=[CH:7][C:6]=1[NH2:11])([CH3:4])([CH3:2])[CH3:3]. The yield is 0.640. (4) The product is [CH3:1][N:2]1[CH:6]=[C:5]([C:7]2[CH:12]=[CH:11][C:10]([NH:13][C:14]3[N:24]=[CH:25][C:26]4[CH:32]=[CH:31][N:30]=[C:29]([NH:33][CH2:34][C:35]([CH3:38])([CH3:37])[CH3:36])[C:27]=4[N:28]=3)=[C:9]([O:16][CH3:17])[CH:8]=2)[C:4]([CH3:18])=[N:3]1. The yield is 0.210. No catalyst specified. The reactants are [CH3:1][N:2]1[CH:6]=[C:5]([C:7]2[CH:12]=[CH:11][C:10]([NH:13][CH:14]=O)=[C:9]([O:16][CH3:17])[CH:8]=2)[C:4]([CH3:18])=[N:3]1.CS(C1[N:24]=[CH:25][C:26]2[CH:32]=[CH:31][N:30]=[C:29]([NH:33][CH2:34][C:35]([CH3:38])([CH3:37])[CH3:36])[C:27]=2[N:28]=1)(=O)=O. (5) The reactants are [Cr](O[Cr]([O-])(=O)=O)([O-])(=O)=[O:2].[Na+].[Na+].[CH3:12][O:13][C:14]1[CH:19]=[CH:18][C:17]([CH2:20][CH:21]=[O:22])=[CH:16][CH:15]=1.C1(C)C=CC=CC=1. The catalyst is O. The product is [CH3:12][O:13][C:14]1[CH:19]=[CH:18][C:17]([CH2:20][C:21]([OH:2])=[O:22])=[CH:16][CH:15]=1. The yield is 0.680.